From a dataset of Catalyst prediction with 721,799 reactions and 888 catalyst types from USPTO. Predict which catalyst facilitates the given reaction. Reactant: B(Br)(Br)Br.[Cl:5][C:6]1[N:11]=[C:10]([O:12]C)[C:9]([NH:14][S:15]([CH2:18][C:19]2[CH:24]=[C:23]([Cl:25])[CH:22]=[C:21]([Cl:26])[CH:20]=2)(=[O:17])=[O:16])=[CH:8][N:7]=1. Product: [Cl:5][C:6]1[N:11]=[C:10]([OH:12])[C:9]([NH:14][S:15]([CH2:18][C:19]2[CH:20]=[C:21]([Cl:26])[CH:22]=[C:23]([Cl:25])[CH:24]=2)(=[O:17])=[O:16])=[CH:8][N:7]=1. The catalyst class is: 61.